From a dataset of Catalyst prediction with 721,799 reactions and 888 catalyst types from USPTO. Predict which catalyst facilitates the given reaction. (1) Reactant: [Si:1]([O:8][CH2:9][C@@H:10]1[C@@H:14]([O:15][Si:16]([CH:23]([CH3:25])[CH3:24])([CH:20]([CH3:22])[CH3:21])[CH:17]([CH3:19])[CH3:18])[CH2:13][C@H:12]([NH:26][C:27]2[C:32]([C:33]([C:35]3[S:36][C:37]([Cl:42])=[C:38]([CH2:40][OH:41])[CH:39]=3)=[O:34])=[CH:31][N:30]=[CH:29][N:28]=2)[CH2:11]1)([C:4]([CH3:7])([CH3:6])[CH3:5])([CH3:3])[CH3:2].CC(OI1(OC(C)=O)(OC(C)=O)OC(=O)C2C=CC=CC1=2)=O. Product: [Si:1]([O:8][CH2:9][C@@H:10]1[C@@H:14]([O:15][Si:16]([CH:17]([CH3:19])[CH3:18])([CH:23]([CH3:25])[CH3:24])[CH:20]([CH3:21])[CH3:22])[CH2:13][C@H:12]([NH:26][C:27]2[C:32]([C:33]([C:35]3[S:36][C:37]([Cl:42])=[C:38]([CH:40]=[O:41])[CH:39]=3)=[O:34])=[CH:31][N:30]=[CH:29][N:28]=2)[CH2:11]1)([C:4]([CH3:7])([CH3:6])[CH3:5])([CH3:3])[CH3:2]. The catalyst class is: 2. (2) Reactant: Cl[C:2]1[C:11]([CH3:12])=[C:10]([Cl:13])[C:9]2[C:4](=[CH:5][C:6]([F:15])=[CH:7][C:8]=2[F:14])[N:3]=1.[F:16][C:17]([F:32])([F:31])[C:18]1[CH:23]=[C:22]([C:24]([F:27])([F:26])[F:25])[CH:21]=[CH:20][C:19]=1B(O)O.C(=O)([O-])[O-].[K+].[K+]. Product: [F:16][C:17]([F:31])([F:32])[C:18]1[CH:23]=[C:22]([C:24]([F:25])([F:26])[F:27])[CH:21]=[CH:20][C:19]=1[C:2]1[C:11]([CH3:12])=[C:10]([Cl:13])[C:9]2[C:4](=[CH:5][C:6]([F:15])=[CH:7][C:8]=2[F:14])[N:3]=1. The catalyst class is: 11. (3) Reactant: S([O-])([O-])(=O)=O.[Mg+2].[F:7][C:8]1[CH:14]=[C:13]([F:15])[CH:12]=[CH:11][C:9]=1[NH2:10].[CH:16](=O)[C:17]1[CH:22]=[CH:21][CH:20]=[CH:19][CH:18]=1.B.[Na]. Product: [CH2:16]([NH:10][C:9]1[CH:11]=[CH:12][C:13]([F:15])=[CH:14][C:8]=1[F:7])[C:17]1[CH:22]=[CH:21][CH:20]=[CH:19][CH:18]=1. The catalyst class is: 130. (4) Reactant: C[O:2][C:3](=[O:14])[C:4]1[CH:9]=[CH:8][CH:7]=[C:6]([C:10](=[NH:13])[NH:11][OH:12])[CH:5]=1.C(N(C(C)C)CC)(C)C.[F:24][C:25]1[CH:33]=[CH:32][CH:31]=[CH:30][C:26]=1[C:27](Cl)=O. Product: [F:24][C:25]1[CH:33]=[CH:32][CH:31]=[CH:30][C:26]=1[C:27]1[O:12][N:11]=[C:10]([C:6]2[CH:5]=[C:4]([CH:9]=[CH:8][CH:7]=2)[C:3]([OH:2])=[O:14])[N:13]=1. The catalyst class is: 1.